Dataset: Catalyst prediction with 721,799 reactions and 888 catalyst types from USPTO. Task: Predict which catalyst facilitates the given reaction. (1) Reactant: [Cl:1][C:2]1[CH:7]=[CH:6][C:5]([CH:8]([NH:18][C:19]2[CH:24]=[C:23]([F:25])[C:22](=[O:26])[N:21]([CH3:27])[CH:20]=2)[C:9]2[C:10]([C:15](O)=[O:16])=[N:11][N:12]([CH3:14])[CH:13]=2)=[CH:4][CH:3]=1. Product: [Cl:1][C:2]1[CH:3]=[CH:4][C:5]([CH:8]2[C:9]3[C:10](=[N:11][N:12]([CH3:14])[CH:13]=3)[C:15](=[O:16])[N:18]2[C:19]2[CH:24]=[C:23]([F:25])[C:22](=[O:26])[N:21]([CH3:27])[CH:20]=2)=[CH:6][CH:7]=1. The catalyst class is: 28. (2) Reactant: [NH2:1][C:2]1[CH:9]=[C:8]([NH:10][CH2:11][CH2:12][O:13][CH3:14])[C:5]([C:6]#[N:7])=[CH:4][N:3]=1.N1([C:20](N2C=NC=N2)=[O:21])C=NC=N1.[CH3:27][O:28][CH:29]([O:47][CH3:48])[C:30]1[C:39]([N:40]2[CH2:44][CH2:43][CH:42]([CH3:45])[C:41]2=[O:46])=[CH:38][C:37]2[CH2:36][CH2:35][CH2:34][NH:33][C:32]=2[N:31]=1. Product: [C:6]([C:5]1[C:8]([NH:10][CH2:11][CH2:12][O:13][CH3:14])=[CH:9][C:2]([NH:1][C:20]([N:33]2[C:32]3[C:37](=[CH:38][C:39]([N:40]4[CH2:44][CH2:43][CH:42]([CH3:45])[C:41]4=[O:46])=[C:30]([CH:29]([O:28][CH3:27])[O:47][CH3:48])[N:31]=3)[CH2:36][CH2:35][CH2:34]2)=[O:21])=[N:3][CH:4]=1)#[N:7]. The catalyst class is: 3. (3) Reactant: [CH3:1][N:2]([CH2:8][C:9]1[CH:14]=[CH:13][N:12]=[CH:11][CH:10]=1)[C:3](=[O:7])[C:4]([O-])=[O:5].[NH2:15][NH2:16]. Product: [NH:15]([C:4](=[O:5])[C:3]([N:2]([CH3:1])[CH2:8][C:9]1[CH:14]=[CH:13][N:12]=[CH:11][CH:10]=1)=[O:7])[NH2:16]. The catalyst class is: 14. (4) Reactant: CN(C(ON1N=NC2C=CC=NC1=2)=[N+](C)C)C.F[P-](F)(F)(F)(F)F.Cl.Cl.[Cl:27][C:28]1[C:29]([F:54])=[C:30]([NH:34][C:35]2[C:44]3[C:39](=[CH:40][C:41]([O:52][CH3:53])=[C:42]([O:45][CH:46]4[CH2:51][CH2:50][NH:49][CH2:48][CH2:47]4)[CH:43]=3)[N:38]=[CH:37][N:36]=2)[CH:31]=[CH:32][CH:33]=1.C(N(C(C)C)CC)(C)C.[CH3:64][C:65]1[C:69]([C:70](O)=[O:71])=[CH:68][O:67][N:66]=1. Product: [Cl:27][C:28]1[C:29]([F:54])=[C:30]([NH:34][C:35]2[C:44]3[C:39](=[CH:40][C:41]([O:52][CH3:53])=[C:42]([O:45][CH:46]4[CH2:47][CH2:48][N:49]([C:70]([C:69]5[C:65]([CH3:64])=[N:66][O:67][CH:68]=5)=[O:71])[CH2:50][CH2:51]4)[CH:43]=3)[N:38]=[CH:37][N:36]=2)[CH:31]=[CH:32][CH:33]=1. The catalyst class is: 2. (5) Reactant: Cl.[Cl:2][C:3]1[CH:4]=[C:5]([CH:23]=[C:24]([Cl:26])[CH:25]=1)[C:6]([N:8]1[CH2:13][CH2:12][NH:11][CH2:10][C@H:9]1[CH2:14][C:15]1[CH:20]=[CH:19][C:18]([CH3:21])=[C:17]([CH3:22])[CH:16]=1)=[O:7].Cl.[Cl:28][CH2:29][C:30]#[C:31][CH2:32][N:33]1[CH2:38][CH2:37][O:36][CH2:35][CH2:34]1.C(=O)([O-])[O-].[K+].[K+].[I-].[K+].Cl. Product: [ClH:2].[ClH:28].[Cl:2][C:3]1[CH:4]=[C:5]([CH:23]=[C:24]([Cl:26])[CH:25]=1)[C:6]([N:8]1[CH2:13][CH2:12][N:11]([CH2:29][C:30]#[C:31][CH2:32][N:33]2[CH2:38][CH2:37][O:36][CH2:35][CH2:34]2)[CH2:10][C@H:9]1[CH2:14][C:15]1[CH:20]=[CH:19][C:18]([CH3:21])=[C:17]([CH3:22])[CH:16]=1)=[O:7]. The catalyst class is: 115. (6) Product: [Cl:1][C:2]1[CH:7]=[CH:6][C:5]([C:8]2[NH:9][C:10]3[N:11]([N:15]=[C:16]([CH3:26])[C:17]=3[C:18]3[O:19][N:23]=[C:21]([CH3:22])[N:20]=3)[C:12](=[O:14])[CH:13]=2)=[CH:4][CH:3]=1. Reactant: [Cl:1][C:2]1[CH:7]=[CH:6][C:5]([C:8]2[NH:9][C:10]3[N:11]([N:15]=[C:16]([CH3:26])[C:17]=3[C:18](/[N:20]=[C:21](/[N:23](C)C)\[CH3:22])=[O:19])[C:12](=[O:14])[CH:13]=2)=[CH:4][CH:3]=1.NO.Cl.CC(O)=O.[OH-].[Na+]. The catalyst class is: 12. (7) Reactant: P(Br)(Br)[Br:2].[Cl:5][C:6]1[CH:20]=[C:19]([Cl:21])[CH:18]=[CH:17][C:7]=1[O:8][C:9]1[CH:14]=[CH:13][CH:12]=[CH:11][C:10]=1[CH2:15]O.O. Product: [Cl:5][C:6]1[CH:20]=[C:19]([Cl:21])[CH:18]=[CH:17][C:7]=1[O:8][C:9]1[CH:14]=[CH:13][CH:12]=[CH:11][C:10]=1[CH2:15][Br:2]. The catalyst class is: 155.